From a dataset of Peptide-MHC class II binding affinity with 134,281 pairs from IEDB. Regression. Given a peptide amino acid sequence and an MHC pseudo amino acid sequence, predict their binding affinity value. This is MHC class II binding data. (1) The peptide sequence is LNTITNLKVQLIRMA. The MHC is DRB1_0701 with pseudo-sequence DRB1_0701. The binding affinity (normalized) is 0.778. (2) The peptide sequence is ELFVAAYVPYVAWLV. The MHC is HLA-DPA10201-DPB10101 with pseudo-sequence HLA-DPA10201-DPB10101. The binding affinity (normalized) is 0.702. (3) The peptide sequence is SVRIRVRSGGHDYEG. The MHC is DRB3_0202 with pseudo-sequence DRB3_0202. The binding affinity (normalized) is 0.126. (4) The binding affinity (normalized) is 0.720. The MHC is DRB1_0701 with pseudo-sequence DRB1_0701. The peptide sequence is YDKFLANVSTRLTGK.